Dataset: Cav3 T-type calcium channel HTS with 100,875 compounds. Task: Binary Classification. Given a drug SMILES string, predict its activity (active/inactive) in a high-throughput screening assay against a specified biological target. (1) The drug is s1c2n(nc1Cc1sccc1)c(nn2)c1n[nH]c2c1CCC2. The result is 0 (inactive). (2) The molecule is O=C1N(c2ccc(cc2)C)C(=O)NC(=O)C1. The result is 0 (inactive).